Dataset: Reaction yield outcomes from USPTO patents with 853,638 reactions. Task: Predict the reaction yield, written as a fraction of the theoretical maximum amount of product (1.0 means a 100% yield; for example, 0.34 means a 34% yield). (1) The reactants are [CH3:1][O:2][C:3](=[O:10])[CH2:4][C:5]1[S:6][CH:7]=[CH:8][CH:9]=1.Cl.[CH2:12]=O.[CH3:14][S:15]([NH2:18])(=[O:17])=[O:16]. The catalyst is O1CCOCC1.[Cl-].[Zn+2].[Cl-].CCOC(C)=O. The product is [CH3:1][O:2][C:3](=[O:10])[CH2:4][C:5]1[S:6][C:7]([CH2:12][NH:18][S:15]([CH3:14])(=[O:17])=[O:16])=[CH:8][CH:9]=1. The yield is 0.690. (2) The reactants are [CH3:1][C:2]([C:4]1[CH:9]=[CH:8][C:7]([N:10]([CH3:12])[CH3:11])=[CH:6][CH:5]=1)=[O:3].[CH:13](OCC)=[O:14].C[O-].[Na+].CO. The catalyst is O1CCCC1. The product is [CH3:12][N:10]([CH3:11])[C:7]1[CH:8]=[CH:9][C:4]([C:2](=[O:3])[CH2:1][CH:13]=[O:14])=[CH:5][CH:6]=1. The yield is 0.400. (3) The reactants are [Br:1][C:2]1[S:15][C:5]2[C:6]([CH3:14])([CH3:13])[N:7]([CH2:10][CH2:11][OH:12])[C:8](=[O:9])[C:4]=2[CH:3]=1.C(N(CC)CC)C.[CH3:23][S:24](Cl)(=[O:26])=[O:25]. The catalyst is C(Cl)Cl. The product is [CH3:23][S:24]([O:12][CH2:11][CH2:10][N:7]1[C:8](=[O:9])[C:4]2[CH:3]=[C:2]([Br:1])[S:15][C:5]=2[C:6]1([CH3:13])[CH3:14])(=[O:26])=[O:25]. The yield is 0.990. (4) The reactants are [CH:1]1([N:6]2[C:10]3[N:11]=[C:12]([NH:15][C:16]4[N:21]=[CH:20][C:19]([N:22]5[CH2:27][CH2:26][N:25](C(OC(C)(C)C)=O)[CH2:24][CH2:23]5)=[CH:18][CH:17]=4)[N:13]=[CH:14][C:9]=3[C:8]3[CH:35]=[CH:36][N:37]=[CH:38][C:7]2=3)[CH2:5][CH2:4][CH2:3][CH2:2]1. The catalyst is C(O)(C(F)(F)F)=O.C(Cl)Cl. The product is [CH:1]1([N:6]2[C:10]3[N:11]=[C:12]([NH:15][C:16]4[CH:17]=[CH:18][C:19]([N:22]5[CH2:27][CH2:26][NH:25][CH2:24][CH2:23]5)=[CH:20][N:21]=4)[N:13]=[CH:14][C:9]=3[C:8]3[CH:35]=[CH:36][N:37]=[CH:38][C:7]2=3)[CH2:2][CH2:3][CH2:4][CH2:5]1. The yield is 0.980. (5) The reactants are Br[C:2]1[CH:7]=[CH:6][C:5]([N:8]2[CH:12]=[C:11]([C:13]3[CH:17]=[C:16]([C:18]([F:21])([F:20])[F:19])[O:15][N:14]=3)[N:10]=[C:9]2[C:22]2[CH:27]=[CH:26][CH:25]=[CH:24][C:23]=2[Cl:28])=[C:4]([Cl:29])[CH:3]=1.[CH3:30][S:31]([C:34]1[CH:35]=[C:36](B(O)O)[CH:37]=[CH:38][CH:39]=1)(=[O:33])=[O:32].C([O-])([O-])=O.[K+].[K+].COCCOC. The catalyst is CCOC(C)=O.O. The product is [Cl:29][C:4]1[CH:3]=[C:2]([C:38]2[CH:37]=[CH:36][CH:35]=[C:34]([S:31]([CH3:30])(=[O:33])=[O:32])[CH:39]=2)[CH:7]=[CH:6][C:5]=1[N:8]1[CH:12]=[C:11]([C:13]2[CH:17]=[C:16]([C:18]([F:21])([F:20])[F:19])[O:15][N:14]=2)[N:10]=[C:9]1[C:22]1[CH:27]=[CH:26][CH:25]=[CH:24][C:23]=1[Cl:28]. The yield is 0.530. (6) The reactants are [OH:1][CH:2]([C:22]1[CH:23]=[CH:24][C:25]2[O:30][CH2:29][C:28](=[O:31])[NH:27][C:26]=2[CH:32]=1)[CH2:3][CH2:4][N:5]1[CH2:10][CH2:9][N:8]([C:11]2[CH:20]=[CH:19][CH:18]=[C:17]3[C:12]=2[CH:13]=[CH:14][C:15]([CH3:21])=[N:16]3)[CH2:7][CH2:6]1.[CH3:33]O. The catalyst is FC(F)(F)C(O)=O. The product is [CH3:33][O:1][CH:2]([C:22]1[CH:23]=[CH:24][C:25]2[O:30][CH2:29][C:28](=[O:31])[NH:27][C:26]=2[CH:32]=1)[CH2:3][CH2:4][N:5]1[CH2:6][CH2:7][N:8]([C:11]2[CH:20]=[CH:19][CH:18]=[C:17]3[C:12]=2[CH:13]=[CH:14][C:15]([CH3:21])=[N:16]3)[CH2:9][CH2:10]1. The yield is 0.170. (7) The reactants are [CH3:1][O:2][C:3]1[CH:4]=[C:5]([NH2:15])[CH:6]=[CH:7][C:8]=1[N:9]1[CH:13]=[C:12]([CH3:14])[N:11]=[CH:10]1.Cl[C:17]1[N:22]=[C:21]([N:23]([CH2:26][CH3:27])[CH2:24][CH3:25])[CH:20]=[C:19]([CH3:28])[N:18]=1. No catalyst specified. The product is [CH2:26]([N:23]([CH2:24][CH3:25])[C:21]1[CH:20]=[C:19]([CH3:28])[N:18]=[C:17]([NH:15][C:5]2[CH:6]=[CH:7][C:8]([N:9]3[CH:13]=[C:12]([CH3:14])[N:11]=[CH:10]3)=[C:3]([O:2][CH3:1])[CH:4]=2)[N:22]=1)[CH3:27]. The yield is 0.650. (8) The reactants are [C:1]1(=[O:7])[O:6][C:4](=[O:5])[CH2:3][CH2:2]1.[CH:8]1[C:13]([NH2:14])=[CH:12][CH:11]=[C:10]([S:15]([NH:18][C:19]2[S:23][CH:22]=[CH:21][N:20]=2)(=[O:17])=[O:16])[CH:9]=1.C(N(CC)CC)C. The catalyst is O1CCCC1. The product is [CH:12]1[C:13]([NH:14][C:1]([CH2:2][CH2:3][C:4]([OH:6])=[O:5])=[O:7])=[CH:8][CH:9]=[C:10]([S:15]([NH:18][C:19]2[S:23][CH:22]=[CH:21][N:20]=2)(=[O:17])=[O:16])[CH:11]=1. The yield is 0.670. (9) The catalyst is CCO. The reactants are [NH2:1][C:2]1[N:9]=[CH:8][CH:7]=[CH:6][C:3]=1[C:4]#[N:5].Cl[CH2:11][CH:12]=O. The yield is 1.00. The product is [N:1]1[CH:11]=[CH:12][N:9]2[CH:8]=[CH:7][CH:6]=[C:3]([C:4]#[N:5])[C:2]=12.